This data is from Reaction yield outcomes from USPTO patents with 853,638 reactions. The task is: Predict the reaction yield, written as a fraction of the theoretical maximum amount of product (1.0 means a 100% yield; for example, 0.34 means a 34% yield). (1) The reactants are [C:1]([O:5][C:6]([NH:8][C:9]1[CH:10]=[C:11]([CH:22]=[CH:23][CH:24]=1)[CH2:12][N:13]1[CH2:18][CH2:17][CH:16]([C:19]([OH:21])=O)[CH2:15][CH2:14]1)=[O:7])([CH3:4])([CH3:3])[CH3:2].C(Cl)(=O)C(Cl)=O.CCN(C(C)C)C(C)C.[CH:40]1([NH2:46])[CH2:45][CH2:44][CH2:43][CH2:42][CH2:41]1. The catalyst is C(Cl)Cl.CN(C=O)C. The product is [C:1]([O:5][C:6](=[O:7])[NH:8][C:9]1[CH:24]=[CH:23][CH:22]=[C:11]([CH2:12][N:13]2[CH2:14][CH2:15][CH:16]([C:19](=[O:21])[NH:46][CH:40]3[CH2:45][CH2:44][CH2:43][CH2:42][CH2:41]3)[CH2:17][CH2:18]2)[CH:10]=1)([CH3:4])([CH3:2])[CH3:3]. The yield is 0.290. (2) The reactants are [O:1]1[CH2:6][CH2:5][CH2:4][CH2:3][CH:2]1[O:7][CH:8]1[CH2:12][CH2:11][N:10](C(OCC2C=CC=CC=2)=O)[CH2:9]1. The catalyst is [Pd].CO. The product is [O:1]1[CH2:6][CH2:5][CH2:4][CH2:3][CH:2]1[O:7][CH:8]1[CH2:12][CH2:11][NH:10][CH2:9]1. The yield is 0.670.